From a dataset of Reaction yield outcomes from USPTO patents with 853,638 reactions. Predict the reaction yield, written as a fraction of the theoretical maximum amount of product (1.0 means a 100% yield; for example, 0.34 means a 34% yield). (1) The reactants are [OH:1][C@@H:2]1[CH2:22][N:5]2[C:6](=[O:21])[N:7]([C:9]3[CH:14]=[CH:13][C:12]([O:15][CH2:16][C:17]([F:20])([F:19])[F:18])=[CH:11][CH:10]=3)[CH2:8][CH:4]2[CH2:3]1.C1C=C[NH+]=CC=1.C1C=C[NH+]=CC=1.[O-][Cr](O[Cr]([O-])(=O)=O)(=O)=O. The catalyst is C(Cl)Cl. The product is [F:20][C:17]([F:18])([F:19])[CH2:16][O:15][C:12]1[CH:13]=[CH:14][C:9]([N:7]2[CH2:8][C@@H:4]3[CH2:3][C:2](=[O:1])[CH2:22][N:5]3[C:6]2=[O:21])=[CH:10][CH:11]=1. The yield is 0.500. (2) The reactants are [H-].[Na+].F[C:4]1[CH:5]=[C:6]2[C:11](=[CH:12][C:13]=1[O:14][CH3:15])[N:10]=[C:9]([C:16]1[CH:21]=[CH:20][CH:19]=[C:18]([C:22]([F:25])([F:24])[F:23])[CH:17]=1)[C:8]([CH3:26])=[C:7]2[C:27]([OH:29])=[O:28].[CH3:30][CH:31]([S-:33])[CH3:32].[Na+].I[CH3:36]. The catalyst is CS(C)=O.O. The product is [CH3:26][C:8]1[C:9]([C:16]2[CH:21]=[CH:20][CH:19]=[C:18]([C:22]([F:24])([F:23])[F:25])[CH:17]=2)=[N:10][C:11]2[C:6]([C:7]=1[C:27]([O:29][CH3:36])=[O:28])=[CH:5][C:4]([S:33][CH:31]([CH3:32])[CH3:30])=[C:13]([O:14][CH3:15])[CH:12]=2. The yield is 0.580. (3) The reactants are [F:1][C:2]1[CH:3]=[CH:4][C:5]2[N:9]=[CH:8][NH:7][C:6]=2[CH:10]=1.[OH-].[Na+].[Cl:13][CH2:14][CH2:15][CH2:16][CH2:17]Br. The catalyst is [Br-].C([N+](CCCC)(CCCC)CCCC)CCC. The product is [Cl:13][CH2:14][CH2:15][CH2:16][CH2:17][N:7]1[C:6]2[CH:10]=[C:2]([F:1])[CH:3]=[CH:4][C:5]=2[N:9]=[CH:8]1. The yield is 0.626. (4) The reactants are [Br:1][C:2]1[CH:7]=[CH:6][CH:5]=[CH:4][C:3]=1I.[C:9]1(B(O)O)[C:18]2[C:13](=[CH:14][CH:15]=[CH:16][CH:17]=2)[CH:12]=[CH:11][CH:10]=1.C(=O)([O-])[O-].[Na+].[Na+]. The catalyst is C1(C)C=CC=CC=1. The product is [Br:1][C:2]1[CH:7]=[CH:6][CH:5]=[CH:4][C:3]=1[C:17]1[C:18]2[C:13](=[CH:12][CH:11]=[CH:10][CH:9]=2)[CH:14]=[CH:15][CH:16]=1. The yield is 0.830. (5) The reactants are [NH2:1][CH:2]1[CH2:7][CH2:6][CH:5]([C:8]([OH:10])=[O:9])[CH2:4][CH2:3]1.C(=O)([O-])[O-].[K+].[K+].[C:17](O[C:17]([O:19][C:20]([CH3:23])([CH3:22])[CH3:21])=[O:18])([O:19][C:20]([CH3:23])([CH3:22])[CH3:21])=[O:18].CC(C)=O. The yield is 0.930. The catalyst is O. The product is [C:20]([O:19][C:17]([NH:1][CH:2]1[CH2:7][CH2:6][CH:5]([C:8]([OH:10])=[O:9])[CH2:4][CH2:3]1)=[O:18])([CH3:23])([CH3:22])[CH3:21]. (6) The reactants are [NH2:1][C:2]1[N:3]=[C:4]([NH:19][CH:20]2[CH2:25][CH2:24][NH:23][CH2:22][CH2:21]2)[C:5]2[N:11]=[C:10]([C:12]3[CH:17]=[CH:16][C:15]([F:18])=[CH:14][CH:13]=3)[CH:9]=[CH:8][C:6]=2[N:7]=1.CCN(C(C)C)C(C)C.[Cl:35][C:36]1[CH:46]=[CH:45][C:39]([O:40][CH2:41][C:42](Cl)=[O:43])=[CH:38][CH:37]=1. The catalyst is O1CCOCC1. The product is [NH2:1][C:2]1[N:3]=[C:4]([NH:19][CH:20]2[CH2:25][CH2:24][N:23]([C:42](=[O:43])[CH2:41][O:40][C:39]3[CH:45]=[CH:46][C:36]([Cl:35])=[CH:37][CH:38]=3)[CH2:22][CH2:21]2)[C:5]2[N:11]=[C:10]([C:12]3[CH:13]=[CH:14][C:15]([F:18])=[CH:16][CH:17]=3)[CH:9]=[CH:8][C:6]=2[N:7]=1. The yield is 0.300. (7) The reactants are [CH2:1]([O:3][C:4](=[O:12])[C:5](=O)[CH:6]=[CH:7][N:8](C)C)[CH3:2].Cl.Cl.[NH2:15]N. The catalyst is CCO. The product is [CH2:1]([O:3][C:4]([C:5]1[CH:6]=[CH:7][NH:8][N:15]=1)=[O:12])[CH3:2]. The yield is 0.390. (8) The reactants are [F:1][CH:2]([F:15])[C:3]1[CH:7]=[C:6]([CH:8]([F:10])[F:9])[N:5]([CH2:11][C:12]([OH:14])=O)[N:4]=1.C(N=C=NCCCN(C)C)C.ON1C2N=CC=CC=2N=N1.Cl.[CH2:38]1[C:41]2([CH2:44][N:43]([C:45]3[S:46][CH:47]=[C:48]([C:50]4[CH2:54][CH:53]([C:55]5[C:60]([F:61])=[CH:59][CH:58]=[CH:57][C:56]=5[F:62])[O:52][N:51]=4)[N:49]=3)[CH2:42]2)[CH2:40][NH:39]1. The catalyst is C(#N)C.CN(C=O)C.C(N(CC)CC)C. The yield is 0.400. The product is [F:15][CH:2]([F:1])[C:3]1[CH:7]=[C:6]([CH:8]([F:9])[F:10])[N:5]([CH2:11][C:12]([N:39]2[CH2:40][C:41]3([CH2:44][N:43]([C:45]4[S:46][CH:47]=[C:48]([C:50]5[CH2:54][CH:53]([C:55]6[C:60]([F:61])=[CH:59][CH:58]=[CH:57][C:56]=6[F:62])[O:52][N:51]=5)[N:49]=4)[CH2:42]3)[CH2:38]2)=[O:14])[N:4]=1. (9) The reactants are Br[C:2]1[CH:7]=[CH:6][C:5]([OH:8])=[C:4]([F:9])[CH:3]=1.[CH3:10][S:11]([O-:13])=[O:12].[Na+].CNCCNC.O. The catalyst is CS(C)=O. The product is [F:9][C:4]1[CH:3]=[C:2]([S:11]([CH3:10])(=[O:13])=[O:12])[CH:7]=[CH:6][C:5]=1[OH:8]. The yield is 0.470. (10) The reactants are [Cl:1][C:2]1[C:3]([C:13]#[N:14])=[CH:4][C:5]([O:11][CH3:12])=[C:6]([CH:10]=1)[C:7](O)=[O:8].B.CSC.O. The catalyst is C1COCC1. The product is [Cl:1][C:2]1[CH:10]=[C:6]([CH2:7][OH:8])[C:5]([O:11][CH3:12])=[CH:4][C:3]=1[C:13]#[N:14]. The yield is 0.770.